Dataset: Peptide-MHC class I binding affinity with 185,985 pairs from IEDB/IMGT. Task: Regression. Given a peptide amino acid sequence and an MHC pseudo amino acid sequence, predict their binding affinity value. This is MHC class I binding data. (1) The peptide sequence is QLLAEEKTI. The MHC is HLA-A02:03 with pseudo-sequence HLA-A02:03. The binding affinity (normalized) is 0.273. (2) The binding affinity (normalized) is 0. The MHC is Patr-A0301 with pseudo-sequence Patr-A0301. The peptide sequence is HLARRQQGR. (3) The peptide sequence is ERYFRINSL. The MHC is HLA-A02:01 with pseudo-sequence HLA-A02:01. The binding affinity (normalized) is 0.168. (4) The peptide sequence is HANNSTDTV. The MHC is HLA-A02:02 with pseudo-sequence HLA-A02:02. The binding affinity (normalized) is 0.166. (5) The peptide sequence is LTDNDDILM. The MHC is HLA-A32:01 with pseudo-sequence HLA-A32:01. The binding affinity (normalized) is 0.127. (6) The peptide sequence is VMNSNTLLSAW. The MHC is HLA-A33:01 with pseudo-sequence HLA-A33:01. The binding affinity (normalized) is 0. (7) The peptide sequence is VTGCASLYV. The MHC is HLA-A25:01 with pseudo-sequence HLA-A25:01. The binding affinity (normalized) is 0.0847.